Dataset: Experimentally validated miRNA-target interactions with 360,000+ pairs, plus equal number of negative samples. Task: Binary Classification. Given a miRNA mature sequence and a target amino acid sequence, predict their likelihood of interaction. (1) The miRNA is hsa-miR-624-5p with sequence UAGUACCAGUACCUUGUGUUCA. The protein sequence of the target gene is MAGPEEAVHRGCDNHPPFVGGKSVLLFGQSQYTADEYQAIQKALRQRLGPEYISSRMAGGGQKVCYIEGHRVINLANEMFGYNGWAHSITQQNVDFVDLNNGKFYVGVCAFVKVQLKDGSYHEDVGYGVSEGLRSKALSLEKARKEAVTDGLKRALRSFGNALGNCILDKDYLRSLNKLPRQLPLDVDLTKTKREDFEPSVEQARYNSCRQNEALGLPKPQEVTSPCRSSPPHDSNIKLQGAKDISSSCSLAATLESDATHQRKLRKLRQKQLQQQFREQMETRRQSHAPAEEVAAKHAA.... Result: 0 (no interaction). (2) The miRNA is hsa-miR-4265 with sequence CUGUGGGCUCAGCUCUGGG. The protein sequence of the target gene is MAASADLSKSSPTPNGIPSSDTANDTMDPFHACSILKQLKTMYDEGQLTDIVVEVDHGKTFSCHRNVLAAISPYFRSMFTSGLTESTQKEVRIIGVEAESMDLVLNYAYTSRVILTEANVQALFTTASIFQIPSIQDQCAKYMISHLDPQNSIGVFIFADHYGHQELGDRSKEYIRKKFLCVTKEQEFLQLTKDQLISILDSDDLNVDREEHVYESIIRWFEHEQSEREVHLPEIFAKCIRFPLMEDTFIEKIPPQFAQAIVKSCGEPSNTSGCTQRLGMTASEMIICFDAAHKHSGKKQ.... Result: 0 (no interaction). (3) The miRNA is hsa-miR-6844 with sequence UUCUUUGUUUUUAAUUCACAG. The protein sequence of the target gene is MAPITTSRVEFDEIPTVVGIFSAFGLVFTVSLFAWICCQRRSAKSNKTPPYKFVHVLKGVDIYPENLSSKKKFGGDDKSEVKGKAALPNLSLHLDLEKRDLNGNFPKANPKAGSSSDLENVTPKLFTETEKEANSPESLKSSTSLTSEEKQEKLGTLFLSLEYNFEKKAFVVNIKEAQGLPAMDEQSMTSDPYIKMTILPEKKHRVKTRVLRKTLDPVFDETFTFYGIPYPHIQELSLHFTVLSFDRFSRDDVIGEVLIPLSGIELSDGKMLMTREIIKRNAKKSSGRGELLVSLCYQST.... Result: 0 (no interaction). (4) The miRNA is mmu-miR-668-3p with sequence UGUCACUCGGCUCGGCCCACUACC. The protein sequence of the target gene is MVACRAIGILSRFSAFRILRSRGYICRNFTGSSALLTRTHINYGVKGDVAVVRINSPNSKVNTLSKELHSEFSEVMNEIWASDQIRSAVLISSKPGCFIAGADINMLAACKTLQEVTQLSQEAQRIVEKLEKSTKPIVAAINGSCLGGGLEVAISCQYRIATKDRKTVLGTPEVLLGALPGAGGTQRLPKMVGVPAALDMMLTGRSIRADRAKKMGLVDQLVEPLGPGLKPPEERTIEYLEEVAITFAKGLADKKISPKRDKGLVEKLTAYAMTIPFVRQQVYKKVEEKVRKQTKGLYPA.... Result: 0 (no interaction). (5) The miRNA is hsa-miR-758-5p with sequence GAUGGUUGACCAGAGAGCACAC. The protein sequence of the target gene is MTADKDKDKDKEKDRDRDRDREREKRDKARESENSRPRRSCTLEGGAKNYAESDHSEDEDNDNNSATAEESTKKNKKKPPKKKSRYERTDTGEITSYITEDDVVYRPGDCVYIESRRPNTPYFICSIQDFKLVHNSQACCRSPTPALCDPPACSLPVASQPPQHLSEAGRGPVGSKRDHLLMNVKWYYRQSEVPDSVYQHLVQDRHNENDSGRELVITDPVIKNRELFISDYVDTYHAAALRGKCNISHFSDIFAAREFKARVDSFFYILGYNPETRRLNSTQGEIRVGPSHQAKLPDLQ.... Result: 0 (no interaction). (6) The miRNA is hsa-miR-7106-5p with sequence UGGGAGGAGGGGAUCUUGGG. The protein sequence of the target gene is MDDYSLDEFRRRWQEELAQAQAPKKRRRPEAAERRARRPEVGSGRGEQASGDPALAQRLLEGAGRPPAARATRAEGQDVASRSRSPLAREGAGGGEQLVDQLIRDLNEMNDVPFFDIQLPYELAINIFQYLDRKELGRCAQVSKTWKVIAEDEVLWYRLCQQEGHLPDSSISDYSCWKLIFQECRAKEHMLRTNWKNRKGAVSELEHVPDTVLCDVHSHDGVVIAGYTSGDVRVWDTRTWDYVAPFLESEDEEDEPGMQPNVSFVRINSSLAVAAYEDGFLNIWDLRTGKYPVHRFEHDA.... Result: 1 (interaction). (7) The miRNA is hsa-miR-510-3p with sequence AUUGAAACCUCUAAGAGUGGA. The protein sequence of the target gene is MRGSPLIRLLATSFLCLLSMVCAQLCRTPCTCPWTPPQCPQGVPLVLDGCGCCKVCARRLTESCEHLHVCEPSQGLVCQPGAGPGGHGAVCLLDEDDGDCEVNGRRYLDGETFKPNCRVLCRCDDGGFTCLPLCSEDVTLPSWDCPRPKRIQVPGKCCPEWVCDQGVTPAIQRSAAQGHQLSALVTPASADAPWPNWSTAWGPCSTTCGLGIATRVSNQNRFCQLEIQRRLCLPRPCLAARSHSSWNSAF. Result: 0 (no interaction).